Dataset: NCI-60 drug combinations with 297,098 pairs across 59 cell lines. Task: Regression. Given two drug SMILES strings and cell line genomic features, predict the synergy score measuring deviation from expected non-interaction effect. (1) Drug 1: CC(C)NC(=O)C1=CC=C(C=C1)CNNC.Cl. Drug 2: CC(C)CN1C=NC2=C1C3=CC=CC=C3N=C2N. Cell line: OVCAR-4. Synergy scores: CSS=1.42, Synergy_ZIP=0.759, Synergy_Bliss=4.78, Synergy_Loewe=0.383, Synergy_HSA=0.660. (2) Drug 1: C1=CC(=CC=C1C#N)C(C2=CC=C(C=C2)C#N)N3C=NC=N3. Drug 2: C1CN1P(=S)(N2CC2)N3CC3. Cell line: CAKI-1. Synergy scores: CSS=20.3, Synergy_ZIP=0.691, Synergy_Bliss=2.00, Synergy_Loewe=-0.419, Synergy_HSA=0.240. (3) Drug 1: C(=O)(N)NO. Drug 2: COCCOC1=C(C=C2C(=C1)C(=NC=N2)NC3=CC=CC(=C3)C#C)OCCOC.Cl. Cell line: MDA-MB-435. Synergy scores: CSS=-5.03, Synergy_ZIP=6.35, Synergy_Bliss=5.33, Synergy_Loewe=-2.02, Synergy_HSA=-1.59. (4) Drug 1: CC1=C2C(C(=O)C3(C(CC4C(C3C(C(C2(C)C)(CC1OC(=O)C(C(C5=CC=CC=C5)NC(=O)OC(C)(C)C)O)O)OC(=O)C6=CC=CC=C6)(CO4)OC(=O)C)OC)C)OC. Drug 2: C1C(C(OC1N2C=NC(=NC2=O)N)CO)O. Cell line: OVCAR-5. Synergy scores: CSS=44.1, Synergy_ZIP=-1.44, Synergy_Bliss=-3.06, Synergy_Loewe=-6.80, Synergy_HSA=0.0397. (5) Drug 1: CN(C)C1=NC(=NC(=N1)N(C)C)N(C)C. Drug 2: CC1C(C(CC(O1)OC2CC(CC3=C2C(=C4C(=C3O)C(=O)C5=C(C4=O)C(=CC=C5)OC)O)(C(=O)CO)O)N)O.Cl. Cell line: UACC62. Synergy scores: CSS=50.0, Synergy_ZIP=-1.82, Synergy_Bliss=-1.81, Synergy_Loewe=-8.73, Synergy_HSA=-1.34. (6) Drug 1: C1CC(=O)NC(=O)C1N2CC3=C(C2=O)C=CC=C3N. Drug 2: C1=CC(=CC=C1CCC2=CNC3=C2C(=O)NC(=N3)N)C(=O)NC(CCC(=O)O)C(=O)O. Cell line: UACC-257. Synergy scores: CSS=10.7, Synergy_ZIP=-2.39, Synergy_Bliss=-1.60, Synergy_Loewe=-32.6, Synergy_HSA=0.219.